Dataset: Full USPTO retrosynthesis dataset with 1.9M reactions from patents (1976-2016). Task: Predict the reactants needed to synthesize the given product. Given the product [OH:34][C@H:33]([CH3:35])[C:32]([N:29]1[CH2:30][CH2:31][CH:26]([C:7]2[C:6]3[C:2]([CH3:1])=[N:3][NH:4][C:5]=3[N:10]3[N:11]=[CH:12][C:13]([C:14]4[CH:15]=[N:16][C:17]([C:20]5[CH:25]=[CH:24][CH:23]=[CH:22][CH:21]=5)=[CH:18][CH:19]=4)=[C:9]3[N:8]=2)[CH2:27][CH2:28]1)=[O:36], predict the reactants needed to synthesize it. The reactants are: [CH3:1][C:2]1[C:6]2[C:7]([CH:26]3[CH2:31][CH2:30][NH:29][CH2:28][CH2:27]3)=[N:8][C:9]3[N:10]([N:11]=[CH:12][C:13]=3[C:14]3[CH:15]=[N:16][C:17]([C:20]4[CH:25]=[CH:24][CH:23]=[CH:22][CH:21]=4)=[CH:18][CH:19]=3)[C:5]=2[NH:4][N:3]=1.[C:32](O)(=[O:36])[C@@H:33]([CH3:35])[OH:34].C1C=CC2N(O)N=NC=2C=1.CCN(C(C)C)C(C)C.